Dataset: Reaction yield outcomes from USPTO patents with 853,638 reactions. Task: Predict the reaction yield, written as a fraction of the theoretical maximum amount of product (1.0 means a 100% yield; for example, 0.34 means a 34% yield). (1) The reactants are C([O:5][C:6]1[C:15]2[C:10](=[CH:11][CH:12]=[CH:13][CH:14]=2)[CH:9]=[C:8]([Cl:16])[N:7]=1)(C)(C)C. The catalyst is C(O)=O.O. The product is [Cl:16][C:8]1[NH:7][C:6](=[O:5])[C:15]2[C:10]([CH:9]=1)=[CH:11][CH:12]=[CH:13][CH:14]=2. The yield is 0.788. (2) The reactants are C(#N)C.[F:4][C:5]1[CH:10]=[CH:9][CH:8]=[C:7]([F:11])[C:6]=1[N:12]1[C:17]2[N:18]=[C:19]([NH:37][CH2:38][C:39]3[NH:40][CH:41]=[CH:42][N:43]=3)[N:20]=[C:21]([C:22]3[CH:23]=[C:24]([CH:33]=[CH:34][C:35]=3[CH3:36])[C:25]([NH:27][C:28]3[S:29][CH:30]=[CH:31][N:32]=3)=[O:26])[C:16]=2[CH:15]=[CH:14][C:13]1=[O:44].[S:45](=[O:49])(=[O:48])([OH:47])[OH:46]. The catalyst is O. The product is [S:45]([OH:49])([OH:48])(=[O:47])=[O:46].[F:4][C:5]1[CH:10]=[CH:9][CH:8]=[C:7]([F:11])[C:6]=1[N:12]1[C:17]2[N:18]=[C:19]([NH:37][CH2:38][C:39]3[NH:43][CH:42]=[CH:41][N:40]=3)[N:20]=[C:21]([C:22]3[CH:23]=[C:24]([CH:33]=[CH:34][C:35]=3[CH3:36])[C:25]([NH:27][C:28]3[S:29][CH:30]=[CH:31][N:32]=3)=[O:26])[C:16]=2[CH:15]=[CH:14][C:13]1=[O:44]. The yield is 0.725. (3) The reactants are [Br:1][C:2]1[CH:3]=[N:4][N:5]([CH2:10][C:11]([O:13]CC)=[O:12])[C:6](=[O:9])[C:7]=1[Br:8].[OH-].[Na+].C(OCC)(=O)C. The catalyst is O1CCOCC1. The product is [Br:1][C:2]1[CH:3]=[N:4][N:5]([CH2:10][C:11]([OH:13])=[O:12])[C:6](=[O:9])[C:7]=1[Br:8]. The yield is 0.880. (4) The reactants are [N:1]1[CH:6]=[CH:5][CH:4]=[C:3]([C:7]2[S:8][CH:9]=[C:10]([C:12]([O:14][CH2:15][CH3:16])=[O:13])[N:11]=2)[CH:2]=1.C[Si]([N-][Si](C)(C)C)(C)C.[K+].[Br:27]N1C(=O)CCC1=O. The catalyst is O1CCCC1. The product is [Br:27][C:9]1[S:8][C:7]([C:3]2[CH:2]=[N:1][CH:6]=[CH:5][CH:4]=2)=[N:11][C:10]=1[C:12]([O:14][CH2:15][CH3:16])=[O:13]. The yield is 0.520. (5) The catalyst is CO. The product is [C:15]([C:6]1[CH:7]=[C:8]([Br:14])[C:9]([N+:11]([O-:13])=[O:12])=[CH:10][C:5]=1[OH:4])([CH3:18])([CH3:16])[CH3:17]. The yield is 0.990. The reactants are C(=O)([O:4][C:5]1[CH:10]=[C:9]([N+:11]([O-:13])=[O:12])[C:8]([Br:14])=[CH:7][C:6]=1[C:15]([CH3:18])([CH3:17])[CH3:16])OC.[OH-].[K+].Cl.